Dataset: Full USPTO retrosynthesis dataset with 1.9M reactions from patents (1976-2016). Task: Predict the reactants needed to synthesize the given product. (1) The reactants are: [F:1][C:2]([F:20])([F:19])[C:3]1[N:7]2[N:8]=[C:9]([N:12]3[CH2:17][CH2:16][CH:15]([OH:18])[CH2:14][CH2:13]3)[CH:10]=[CH:11][C:6]2=[N:5][N:4]=1. Given the product [F:20][C:2]([F:1])([F:19])[C:3]1[N:7]2[N:8]=[C:9]([N:12]3[CH2:17][CH2:16][CH:15]([OH:18])[CH2:14][CH2:13]3)[CH2:10][CH2:11][C:6]2=[N:5][N:4]=1, predict the reactants needed to synthesize it. (2) Given the product [C:15]([NH:1][C:2]1[C:3]([C:9]([O:11][CH2:12][CH3:13])=[O:10])=[N:4][C:5]([Br:8])=[CH:6][CH:7]=1)(=[O:16])[CH3:14], predict the reactants needed to synthesize it. The reactants are: [NH2:1][C:2]1[C:3]([C:9]([O:11][CH2:12][CH3:13])=[O:10])=[N:4][C:5]([Br:8])=[CH:6][CH:7]=1.[CH3:14][C:15](OC(C)=O)=[O:16]. (3) Given the product [Cl:16][C:17]1[CH:18]=[CH:19][C:20]([O:15][C:12]2[CH:13]=[CH:14][C:9]([O:8][CH3:7])=[CH:10][CH:11]=2)=[C:21]([CH:24]=1)[CH:22]=[O:23], predict the reactants needed to synthesize it. The reactants are: C([O-])([O-])=O.[Na+].[Na+].[CH3:7][O:8][C:9]1[CH:14]=[CH:13][C:12]([OH:15])=[CH:11][CH:10]=1.[Cl:16][C:17]1[CH:18]=[CH:19][C:20](F)=[C:21]([CH:24]=1)[CH:22]=[O:23].C(Cl)Cl. (4) Given the product [CH3:1][O:2][C:3]1[CH:4]=[C:5]([C:11]2[C:19]3[C:14](=[CH:15][CH:16]=[C:17]([C:20]#[N:21])[CH:18]=3)[NH:13][N:12]=2)[CH:6]=[CH:7][C:8]=1[O:9][CH3:10], predict the reactants needed to synthesize it. The reactants are: [CH3:1][O:2][C:3]1[CH:4]=[C:5]([C:11]2[C:19]3[C:14](=[CH:15][CH:16]=[C:17]([C:20]#[N:21])[CH:18]=3)[N:13](C3CCCCO3)[N:12]=2)[CH:6]=[CH:7][C:8]=1[O:9][CH3:10].Cl.O. (5) Given the product [O:48]1[CH2:53][CH2:52][CH:51]([CH2:54][NH:55][C:14]([C:11]2[CH:10]=[C:9]([CH2:8][O:7][CH2:6][C:5]3[CH:4]=[CH:3][C:2]([Br:1])=[CH:18][CH:17]=3)[O:13][N:12]=2)=[O:16])[CH2:50][CH2:49]1, predict the reactants needed to synthesize it. The reactants are: [Br:1][C:2]1[CH:18]=[CH:17][C:5]([CH2:6][O:7][CH2:8][C:9]2[O:13][N:12]=[C:11]([C:14]([OH:16])=O)[CH:10]=2)=[CH:4][CH:3]=1.C(N(CC)CC)C.Cl.C(N=C=NCCCN(C)C)C.ON1C2C=CC=CC=2N=N1.[O:48]1[CH2:53][CH2:52][CH:51]([CH2:54][NH2:55])[CH2:50][CH2:49]1. (6) The reactants are: C([N:8]1[C:17](=[O:18])[C:16]2[C:11](=[CH:12][C:13]([O:25][C@H:26]3[CH2:30][CH2:29][O:28][CH2:27]3)=[C:14]([O:19][C@H:20]3[CH2:24][CH2:23][O:22][CH2:21]3)[CH:15]=2)[N:10]=[CH:9]1)C1C=CC=CC=1. Given the product [O:18]=[C:17]1[C:16]2[C:11](=[CH:12][C:13]([O:25][C@H:26]3[CH2:30][CH2:29][O:28][CH2:27]3)=[C:14]([O:19][C@H:20]3[CH2:24][CH2:23][O:22][CH2:21]3)[CH:15]=2)[N:10]=[CH:9][NH:8]1, predict the reactants needed to synthesize it. (7) Given the product [Cl:1][C:2]1[C:3]([N:8]2[CH:16]([C:17]([O:19][CH2:20][CH3:21])=[O:18])[CH2:15][C:14](=[O:22])[NH:9]2)=[N:4][CH:5]=[CH:6][CH:7]=1, predict the reactants needed to synthesize it. The reactants are: [Cl:1][C:2]1[C:3]([NH:8][NH2:9])=[N:4][CH:5]=[CH:6][CH:7]=1.[O-]CC.[Na+].[C:14](OCC)(=[O:22])/[CH:15]=[CH:16]\[C:17]([O:19][CH2:20][CH3:21])=[O:18].Cl. (8) Given the product [CH3:22][C:23]1([CH3:38])[C:27]2=[N:28][CH:29]=[C:30]([N:32]3[CH2:37][CH2:36][O:35][CH2:34][CH2:33]3)[CH:31]=[C:26]2[N:25]([C:2]2[C:11]3[C:6](=[CH:7][C:8]([F:13])=[CH:9][C:10]=3[F:12])[N:5]=[C:4]([C:14]3[CH:19]=[C:18]([CH3:20])[CH:17]=[CH:16][N:15]=3)[C:3]=2[CH3:21])[CH2:24]1, predict the reactants needed to synthesize it. The reactants are: Cl[C:2]1[C:11]2[C:6](=[CH:7][C:8]([F:13])=[CH:9][C:10]=2[F:12])[N:5]=[C:4]([C:14]2[CH:19]=[C:18]([CH3:20])[CH:17]=[CH:16][N:15]=2)[C:3]=1[CH3:21].[CH3:22][C:23]1([CH3:38])[C:27]2=[N:28][CH:29]=[C:30]([N:32]3[CH2:37][CH2:36][O:35][CH2:34][CH2:33]3)[CH:31]=[C:26]2[NH:25][CH2:24]1.CC(C1C=C(C(C)C)C(C2C=CC=CC=2P(C2CCCCC2)C2CCCCC2)=C(C(C)C)C=1)C.CC(C)([O-])C.[Na+]. (9) Given the product [CH2:5]([C:7]1[N:8]=[C:9]([N:21]2[CH2:22][CH2:23][CH2:24][CH2:25][CH2:26]2)[NH:10][C:11](=[O:20])[C:12]=1[CH:13]([CH2:17][CH2:18][CH3:19])[C:14]([O:16][CH3:27])=[O:15])[CH3:6], predict the reactants needed to synthesize it. The reactants are: S(Cl)(Cl)=O.[CH2:5]([C:7]1[N:8]=[C:9]([N:21]2[CH2:26][CH2:25][CH2:24][CH2:23][CH2:22]2)[NH:10][C:11](=[O:20])[C:12]=1[CH:13]([CH2:17][CH2:18][CH3:19])[C:14]([OH:16])=[O:15])[CH3:6].[CH3:27]O. (10) Given the product [CH3:1][O:2][C:3]1[CH:8]=[CH:7][C:6]([C:9]2[N:10]=[C:11]([S:24]([CH3:25])=[O:26])[O:12][C:13]=2[C:14]2[CH:23]=[CH:22][C:17]([O:18][CH2:19][CH2:20][OH:21])=[CH:16][CH:15]=2)=[CH:5][CH:4]=1, predict the reactants needed to synthesize it. The reactants are: [CH3:1][O:2][C:3]1[CH:8]=[CH:7][C:6]([C:9]2[N:10]=[C:11]([S:24][CH3:25])[O:12][C:13]=2[C:14]2[CH:23]=[CH:22][C:17]([O:18][CH2:19][CH2:20][OH:21])=[CH:16][CH:15]=2)=[CH:5][CH:4]=1.[OH:26]OS([O-])=O.[K+].